Task: Regression. Given a peptide amino acid sequence and an MHC pseudo amino acid sequence, predict their binding affinity value. This is MHC class II binding data.. Dataset: Peptide-MHC class II binding affinity with 134,281 pairs from IEDB (1) The peptide sequence is CHTGVGPNMSCDDVV. The MHC is DRB1_0401 with pseudo-sequence DRB1_0401. The binding affinity (normalized) is 0.0362. (2) The peptide sequence is AKYKANWIEIMRIKK. The MHC is DRB5_0101 with pseudo-sequence DRB5_0101. The binding affinity (normalized) is 0.662. (3) The peptide sequence is DTFRKLFRVYSDFLR. The MHC is DRB1_1302 with pseudo-sequence DRB1_1302. The binding affinity (normalized) is 0.249.